This data is from Peptide-MHC class I binding affinity with 185,985 pairs from IEDB/IMGT. The task is: Regression. Given a peptide amino acid sequence and an MHC pseudo amino acid sequence, predict their binding affinity value. This is MHC class I binding data. The peptide sequence is IIELPYVGDT. The MHC is HLA-A02:01 with pseudo-sequence HLA-A02:01. The binding affinity (normalized) is 0.00615.